From a dataset of Catalyst prediction with 721,799 reactions and 888 catalyst types from USPTO. Predict which catalyst facilitates the given reaction. Reactant: [F:1][C:2]1[CH:15]=[CH:14][C:5]([C:6]([CH:8]2[CH2:13][CH2:12][NH:11][CH2:10][CH2:9]2)=[O:7])=[CH:4][CH:3]=1.[O:16]1[CH:18]([CH2:19][O:20][C:21]2[CH:26]=[CH:25][CH:24]=[CH:23][CH:22]=2)[CH2:17]1.[H-].[Na+].I[CH2:30][CH3:31]. Product: [F:1][C:2]1[CH:3]=[CH:4][C:5]([C:6]([CH:8]2[CH2:13][CH2:12][N:11]([CH2:17][CH:18]([O:16][CH2:30][CH3:31])[CH2:19][O:20][C:21]3[CH:22]=[CH:23][CH:24]=[CH:25][CH:26]=3)[CH2:10][CH2:9]2)=[O:7])=[CH:14][CH:15]=1. The catalyst class is: 32.